Predict the reaction yield, written as a fraction of the theoretical maximum amount of product (1.0 means a 100% yield; for example, 0.34 means a 34% yield). From a dataset of Reaction yield outcomes from USPTO patents with 853,638 reactions. (1) The catalyst is O1CCCC1.O. The yield is 0.960. The product is [F:1][CH:2]([F:16])[CH2:3][CH2:4][O:5][C:6]1[CH:7]=[C:8]([CH:13]=[CH:14][CH:15]=1)[C:9]([OH:11])=[O:10]. The reactants are [F:1][CH:2]([F:16])[CH2:3][CH2:4][O:5][C:6]1[CH:7]=[C:8]([CH:13]=[CH:14][CH:15]=1)[C:9]([O:11]C)=[O:10].O.[OH-].[Li+]. (2) The reactants are [NH2:1][C@:2]12[CH2:38][CH2:37][C@@H:36]([C:39]([CH3:41])=[CH2:40])[C@@H:3]1[C@@H:4]1[C@@:17]([CH3:20])([CH2:18][CH2:19]2)[C@@:16]2([CH3:21])[C@@H:7]([C@:8]3([CH3:35])[C@@H:13]([CH2:14][CH2:15]2)[C:12]([CH3:23])([CH3:22])[C:11]([C:24]2[CH2:29][CH2:28][CH:27]([C:30]([O:32][CH2:33][CH3:34])=[O:31])[CH2:26][CH:25]=2)=[CH:10][CH2:9]3)[CH2:6][CH2:5]1.[CH2:42](Br)[CH2:43][OH:44].[I-].[K+].P(=O)(O)(O)O.[K]. The catalyst is C(#N)C. The product is [OH:44][CH2:43][CH2:42][NH:1][C@:2]12[CH2:38][CH2:37][C@@H:36]([C:39]([CH3:41])=[CH2:40])[C@@H:3]1[C@@H:4]1[C@@:17]([CH3:20])([CH2:18][CH2:19]2)[C@@:16]2([CH3:21])[C@@H:7]([C@:8]3([CH3:35])[C@@H:13]([CH2:14][CH2:15]2)[C:12]([CH3:23])([CH3:22])[C:11]([C:24]2[CH2:29][CH2:28][CH:27]([C:30]([O:32][CH2:33][CH3:34])=[O:31])[CH2:26][CH:25]=2)=[CH:10][CH2:9]3)[CH2:6][CH2:5]1. The yield is 0.860. (3) The catalyst is CN(C=O)C.O. The yield is 0.880. The reactants are [NH2:1][C:2]1[CH:10]=[CH:9][C:8]([Cl:11])=[CH:7][C:3]=1[C:4]([OH:6])=O.[CH:12]1([C:15]2[CH:34]=[CH:33][C:18]([CH2:19][NH:20][CH2:21][CH2:22][C:23]3[CH:28]=[CH:27][CH:26]=[C:25]([C:29]([F:32])([F:31])[F:30])[CH:24]=3)=[CH:17][CH:16]=2)[CH2:14][CH2:13]1.CN(C(ON1N=NC2C=CC=CC1=2)=[N+](C)C)C.F[P-](F)(F)(F)(F)F.CN1CCOCC1. The product is [NH2:1][C:2]1[CH:10]=[CH:9][C:8]([Cl:11])=[CH:7][C:3]=1[C:4]([N:20]([CH2:19][C:18]1[CH:17]=[CH:16][C:15]([CH:12]2[CH2:14][CH2:13]2)=[CH:34][CH:33]=1)[CH2:21][CH2:22][C:23]1[CH:28]=[CH:27][CH:26]=[C:25]([C:29]([F:30])([F:31])[F:32])[CH:24]=1)=[O:6]. (4) The reactants are [F:1][C:2]1[CH:7]=[CH:6][C:5]([S:8](Cl)(=[O:10])=[O:9])=[CH:4][CH:3]=1.Cl.[S:13]1[CH:17]=[CH:16][N:15]=[C:14]1[C:18]1[CH:25]=[CH:24][C:21]([CH2:22][NH2:23])=[CH:20][CH:19]=1.Cl.C1(C2N=NC(CN)=CC=2)C=CC=CC=1. No catalyst specified. The product is [F:1][C:2]1[CH:7]=[CH:6][C:5]([S:8]([NH:23][CH2:22][C:21]2[CH:20]=[CH:19][C:18]([C:14]3[S:13][CH:17]=[CH:16][N:15]=3)=[CH:25][CH:24]=2)(=[O:10])=[O:9])=[CH:4][CH:3]=1. The yield is 0.850. (5) The reactants are Cl[C:2]1[C:3]2[CH:10]([CH3:11])[O:9][CH2:8][C:4]=2[N:5]=[CH:6][N:7]=1.[C:12]([O:16][C:17]([N:19]1[CH2:24][CH2:23][NH:22][C@@H:21]([CH3:25])[CH2:20]1)=[O:18])([CH3:15])([CH3:14])[CH3:13].CN1C(=O)CCC1. The catalyst is O.CCOC(C)=O. The product is [CH3:25][C@@H:21]1[N:22]([C:2]2[C:3]3[CH:10]([CH3:11])[O:9][CH2:8][C:4]=3[N:5]=[CH:6][N:7]=2)[CH2:23][CH2:24][N:19]([C:17]([O:16][C:12]([CH3:13])([CH3:15])[CH3:14])=[O:18])[CH2:20]1. The yield is 0.890. (6) The reactants are [C:1]([C:4]1[CH:5]=[CH:6][C:7]([C:15]2[CH:24]=[CH:23][CH:22]=[C:21]3[C:16]=2[CH2:17][CH2:18][N:19]([C:25]([O:27][C:28]([CH3:31])([CH3:30])[CH3:29])=[O:26])[CH2:20]3)=[C:8]2[C:12]=1[NH:11][C@H:10]([CH3:13])[C@H:9]2[CH3:14])(=[O:3])[NH2:2].[I:32]N1C(=O)CCC1=O.N1C=CC=CC=1.C(C1C(=O)C(Cl)=C(Cl)C(=O)C=1C#N)#N. The catalyst is O1CCCC1. The product is [C:1]([C:4]1[CH:5]=[C:6]([I:32])[C:7]([C:15]2[CH:24]=[CH:23][CH:22]=[C:21]3[C:16]=2[CH2:17][CH2:18][N:19]([C:25]([O:27][C:28]([CH3:29])([CH3:31])[CH3:30])=[O:26])[CH2:20]3)=[C:8]2[C:12]=1[NH:11][C:10]([CH3:13])=[C:9]2[CH3:14])(=[O:3])[NH2:2]. The yield is 0.260. (7) The reactants are [C:1]1([N:11]2[CH2:16][CH2:15][NH:14][CH2:13][CH2:12]2)[C:10]2[C:5](=[CH:6][CH:7]=[CH:8][CH:9]=2)[CH:4]=[CH:3][CH:2]=1.Br[CH2:18][CH2:19][C:20]1[CH:21]=[CH:22][C:23]2[C:24]([CH:29]=1)=[N:25][C:26](=[O:28])[N:27]=2.C(=O)([O-])[O-].[Na+].[Na+].[I-].[Na+]. The catalyst is CC(CC(C)C)=O. The product is [C:1]1([N:11]2[CH2:16][CH2:15][N:14]([CH2:18][CH2:19][C:20]3[CH:21]=[CH:22][C:23]4[C:24]([CH:29]=3)=[N:25][C:26](=[O:28])[N:27]=4)[CH2:13][CH2:12]2)[C:10]2[C:5](=[CH:6][CH:7]=[CH:8][CH:9]=2)[CH:4]=[CH:3][CH:2]=1. The yield is 0.140. (8) The reactants are [C:1]([Br:5])(Br)(Br)[Br:2].C1(P(C2C=CC=CC=2)C2C=CC=CC=2)C=CC=CC=1.[C:25]1([C:31]2[O:35][N:34]=[C:33]([CH:36]=O)[C:32]=2[C:38]([F:41])([F:40])[F:39])[CH:30]=[CH:29][CH:28]=[CH:27][CH:26]=1. The catalyst is ClCCl. The product is [Br:2][C:1]([Br:5])=[CH:36][C:33]1[C:32]([C:38]([F:39])([F:40])[F:41])=[C:31]([C:25]2[CH:30]=[CH:29][CH:28]=[CH:27][CH:26]=2)[O:35][N:34]=1. The yield is 0.660.